Dataset: NCI-60 drug combinations with 297,098 pairs across 59 cell lines. Task: Regression. Given two drug SMILES strings and cell line genomic features, predict the synergy score measuring deviation from expected non-interaction effect. (1) Drug 2: CC1=C(C(CCC1)(C)C)C=CC(=CC=CC(=CC(=O)O)C)C. Synergy scores: CSS=24.6, Synergy_ZIP=-1.11, Synergy_Bliss=6.08, Synergy_Loewe=10.6, Synergy_HSA=9.94. Drug 1: CC1OCC2C(O1)C(C(C(O2)OC3C4COC(=O)C4C(C5=CC6=C(C=C35)OCO6)C7=CC(=C(C(=C7)OC)O)OC)O)O. Cell line: SK-OV-3. (2) Drug 1: CC1=C2C(C(=O)C3(C(CC4C(C3C(C(C2(C)C)(CC1OC(=O)C(C(C5=CC=CC=C5)NC(=O)C6=CC=CC=C6)O)O)OC(=O)C7=CC=CC=C7)(CO4)OC(=O)C)O)C)OC(=O)C. Drug 2: CC1C(C(CC(O1)OC2CC(OC(C2O)C)OC3=CC4=CC5=C(C(=O)C(C(C5)C(C(=O)C(C(C)O)O)OC)OC6CC(C(C(O6)C)O)OC7CC(C(C(O7)C)O)OC8CC(C(C(O8)C)O)(C)O)C(=C4C(=C3C)O)O)O)O. Cell line: NCI-H460. Synergy scores: CSS=59.3, Synergy_ZIP=1.58, Synergy_Bliss=0.846, Synergy_Loewe=-3.16, Synergy_HSA=0.805. (3) Drug 2: CCC(=C(C1=CC=CC=C1)C2=CC=C(C=C2)OCCN(C)C)C3=CC=CC=C3.C(C(=O)O)C(CC(=O)O)(C(=O)O)O. Cell line: EKVX. Synergy scores: CSS=3.39, Synergy_ZIP=-0.709, Synergy_Bliss=0.742, Synergy_Loewe=-3.77, Synergy_HSA=-1.56. Drug 1: C1=CC(=CC=C1C#N)C(C2=CC=C(C=C2)C#N)N3C=NC=N3. (4) Drug 1: CCCCC(=O)OCC(=O)C1(CC(C2=C(C1)C(=C3C(=C2O)C(=O)C4=C(C3=O)C=CC=C4OC)O)OC5CC(C(C(O5)C)O)NC(=O)C(F)(F)F)O. Drug 2: CCN(CC)CCCC(C)NC1=C2C=C(C=CC2=NC3=C1C=CC(=C3)Cl)OC. Cell line: MDA-MB-435. Synergy scores: CSS=45.8, Synergy_ZIP=-1.58, Synergy_Bliss=1.32, Synergy_Loewe=-5.26, Synergy_HSA=-2.56. (5) Drug 1: CCN(CC)CCNC(=O)C1=C(NC(=C1C)C=C2C3=C(C=CC(=C3)F)NC2=O)C. Drug 2: CC(C)NC(=O)C1=CC=C(C=C1)CNNC.Cl. Cell line: SF-268. Synergy scores: CSS=-2.61, Synergy_ZIP=-0.278, Synergy_Bliss=-2.75, Synergy_Loewe=-11.3, Synergy_HSA=-3.95. (6) Drug 1: CC1CCC2CC(C(=CC=CC=CC(CC(C(=O)C(C(C(=CC(C(=O)CC(OC(=O)C3CCCCN3C(=O)C(=O)C1(O2)O)C(C)CC4CCC(C(C4)OC)OCCO)C)C)O)OC)C)C)C)OC. Drug 2: CCC1(C2=C(COC1=O)C(=O)N3CC4=CC5=C(C=CC(=C5CN(C)C)O)N=C4C3=C2)O.Cl. Cell line: ACHN. Synergy scores: CSS=4.86, Synergy_ZIP=2.87, Synergy_Bliss=6.95, Synergy_Loewe=-17.0, Synergy_HSA=-0.242. (7) Drug 1: C1CC(C1)(C(=O)O)C(=O)O.[NH2-].[NH2-].[Pt+2]. Drug 2: CC1C(C(CC(O1)OC2CC(CC3=C2C(=C4C(=C3O)C(=O)C5=C(C4=O)C(=CC=C5)OC)O)(C(=O)CO)O)N)O.Cl. Cell line: SK-MEL-2. Synergy scores: CSS=30.9, Synergy_ZIP=1.08, Synergy_Bliss=3.13, Synergy_Loewe=-12.2, Synergy_HSA=4.02. (8) Drug 1: CC1=C(C=C(C=C1)C(=O)NC2=CC(=CC(=C2)C(F)(F)F)N3C=C(N=C3)C)NC4=NC=CC(=N4)C5=CN=CC=C5. Drug 2: C(CC(=O)O)C(=O)CN.Cl. Cell line: RXF 393. Synergy scores: CSS=5.42, Synergy_ZIP=-0.274, Synergy_Bliss=2.60, Synergy_Loewe=-0.202, Synergy_HSA=-0.662.